This data is from Experimentally validated miRNA-target interactions with 360,000+ pairs, plus equal number of negative samples. The task is: Binary Classification. Given a miRNA mature sequence and a target amino acid sequence, predict their likelihood of interaction. (1) The miRNA is hsa-miR-4690-5p with sequence GAGCAGGCGAGGCUGGGCUGAA. The protein sequence of the target gene is MVGGLKRKHSDLEEEEERWEWSPAGLQSYQQALLRISLDKVQRSLGPRAPSLRRHVLIHNTLQQLQAALRLAPAPALPPEPLFLGEEDFSLSATIGSILRELDTSMDGTEPPQNPVTPLGLQNEVPPQPDPVFLEALSSRYLGDSGLDDFFLDIDTSAVEKEPARAPPEPPHNLFCAPGSWEWNELDHIMEIILGS. Result: 1 (interaction). (2) The miRNA is mmu-miR-15a-5p with sequence UAGCAGCACAUAAUGGUUUGUG. The protein sequence of the target gene is MELITILEKTVSPDRLELEAAQKFLERAAVENLPTFLVELSRVLANPGNSQVARVAAGLQIKNSLTSKDPDIKAQYQQRWLAIDANARREVKNYVLQTLGTETYRPSSASQCVAGIACAEIPVSQWPELIPQLVANVTNPNSTEHMKESTLEAIGYICQDIDPEQLQDKSNEILTAIIQGMRKEEPSNNVKLAATNALLNSLEFTKANFDKESERHFIMQVVCEATQCPDTRVRVAALQNLVKIMSLYYQYMETYMGPALFAITIEAMKSDIDEVALQGIEFWSNVCDEEMDLAIEASEA.... Result: 1 (interaction). (3) Result: 0 (no interaction). The protein sequence of the target gene is MAASQGGGGNSGGGGCGGGGSSGGCGTAGGGGGGAGGGGGGGGGTLVVPIPVPTLFGQPFPNGPPWNPGSLQPQHTVRSLDRALEEAGSSGILSLSGRKLRDFPGSGYDLTDTTQADLSRNRFTEIPSDVWLFAPLETLNLYHNCIKTIPEAIKNLQMLTYLNISRNLLSTLPKYLFDLPLKVLVVSNNKLVSIPEEIGKLKDLMELDISCNEIQVLPQQMGKLHSLRELNIRRNNLHVLPDELGDLPLVKLDFSCNKVTEIPVCYRKLHHLQVIILDNNPLQVPPAQICLKGKVHIFKY.... The miRNA is hsa-miR-1180-5p with sequence GGACCCACCCGGCCGGGAAUA. (4) The miRNA is rno-miR-450a-5p with sequence UUUUGCGAUGUGUUCCUAAUGU. The protein sequence of the target gene is MEAEQRPAAGASEGATPGLEAVPPVAPPPATAASGPIPKSGPEPKRRHLGTLLQPTVNKFSLRVFGSHKAVEIEQERVKSAGAWIIHPYSDFRFYWDLIMLLLMVGNLIVLPVGITFFKEENSPPWIVFNVLSDTFFLLDLVLNFRTGIVVEEGAEILLAPRAIRTRYLRTWFLVDLISSIPVDYIFLVVELEPRLDAEVYKTARALRIVRFTKILSLLRLLRLSRLIRYIHQWEEIFHMTYDLASAVVRIFNLIGMMLLLCHWDGCLQFLVPMLQDFPPDCWVSINHMVNHSWGRQYSH.... Result: 0 (no interaction). (5) The miRNA is mmu-miR-466e-3p with sequence UAUACAUACACGCACACAUAAGA. Result: 0 (no interaction). The protein sequence of the target gene is MSKYKLIMLRHGEGAWNKENRFCSWVDQKLNSEGMEEARNCGKQLKALNFEFDLVFTSVLNRSIHTAWLILEELGQEWVPVESSWRLNERHYGALIGLNREQMALNHGEEQVRLWRRSYNVTPPPIEESHPYYQEIYNDRRYKVCDVPLDQLPRSESLKDVLERLLPYWNERIAPEVLRGKTILISAHGNSSRALLKHLEGISDEDIINITLPTGVPILLELDENLRAVGPHQFLGDQEAIQAAIKKVEDQGKVKQAKK. (6) The miRNA is mmu-miR-1247-5p with sequence ACCCGUCCCGUUCGUCCCCGGA. The protein sequence of the target gene is MADRFSRFNEDRDFQGNHFDQYEEGHLEIEQASLDKPIESDNIGHRLLQKHGWKLGQGLGKSLQGRTDPIPIVVKYDVMGMGRMEMELDYAEDATERRRVLEVEKEDTEELRQKYKDYVDKEKAIAKALEDLRANFYCELCDKQYQKHQEFDNHINSYDHAHKQRLKDLKQREFARNVSSRSRKDEKKQEKALRRLHELAEQRKQAECAPGSGPMFRPTTVAVDEDGGEEDKDESSTNSGASAVSSCGFGADFSTDKGGSFTSVQITNTTGLSQAPGLASQGISFGIKNNLGPPLQKLGV.... Result: 0 (no interaction). (7) The miRNA is hsa-miR-16-5p with sequence UAGCAGCACGUAAAUAUUGGCG. The protein sequence of the target gene is MPSPRPVLLRGARAALLLLLPPRLLARPSLLLRRSLSAASCPPISLPAAASRSSMDGAGAEEVLAPLRLAVRQQGDLVRKLKEDKAPQVDVDKAVAELKARKRVLEAKELALQPKDDIVDRAKMEDTLKRRFFYDQAFAIYGGVSGLYDFGPVGCALKNNIIQTWRQHFIQEEQILEIDCTMLTPEPVLKTSGHVDKFADFMVKDVKNGECFRADHLLKAHLQKLMSDKKCSVEKKSEMESVLAQLDNYGQQELADLFVNYNVKSPITGNDLSPPVSFNLMFKTFIGPGGNMPGYLRPET.... Result: 1 (interaction).